From a dataset of Forward reaction prediction with 1.9M reactions from USPTO patents (1976-2016). Predict the product of the given reaction. (1) Given the reactants [CH3:1][O:2][C:3](=[O:11])[C:4]1[CH:9]=[CH:8][C:7]([OH:10])=[CH:6][CH:5]=1.[Na+].[I-].C([O-])([O-])=O.[K+].[K+].Br[CH2:21][CH:22]1[CH2:24][CH2:23]1, predict the reaction product. The product is: [CH3:1][O:2][C:3](=[O:11])[C:4]1[CH:9]=[CH:8][C:7]([O:10][CH2:21][CH:22]2[CH2:24][CH2:23]2)=[CH:6][CH:5]=1. (2) Given the reactants [CH:1]([C:4]1[N:5]=[C:6]([C:9]([O:11]CC)=[O:10])[S:7][CH:8]=1)([CH3:3])[CH3:2].[OH-].[Li+], predict the reaction product. The product is: [CH:1]([C:4]1[N:5]=[C:6]([C:9]([OH:11])=[O:10])[S:7][CH:8]=1)([CH3:3])[CH3:2]. (3) Given the reactants S(OS([O-])=O)([O-])=O.[Na+].[Na+].[CH2:10]([N:12]1[C:24]2[CH:23]=[CH:22][C:21]([CH:25]=O)=[CH:20][C:19]=2[C:18]2[C:13]1=[CH:14][CH:15]=[CH:16][CH:17]=2)[CH3:11].[NH2:27][C:28]1[CH:29]=[C:30]([CH:35]=[CH:36][C:37]=1[NH2:38])[C:31]([O:33][CH3:34])=[O:32].C(=O)([O-])O.[Na+], predict the reaction product. The product is: [CH2:10]([N:12]1[C:24]2[CH:23]=[CH:22][C:21]([C:25]3[NH:38][C:37]4[CH:36]=[CH:35][C:30]([C:31]([O:33][CH3:34])=[O:32])=[CH:29][C:28]=4[N:27]=3)=[CH:20][C:19]=2[C:18]2[C:13]1=[CH:14][CH:15]=[CH:16][CH:17]=2)[CH3:11].